From a dataset of Full USPTO retrosynthesis dataset with 1.9M reactions from patents (1976-2016). Predict the reactants needed to synthesize the given product. (1) Given the product [CH2:21]([O:20][C:4]1([O:3][CH2:1][CH3:2])[CH2:9][CH2:8][N:7]([C@H:10]([C:12]2[CH:13]=[CH:14][CH:15]=[CH:16][CH:17]=2)[CH3:11])[C@@H:6]([CH2:18][N:46]2[C:42](=[O:52])[C:43]3=[CH:51][CH:50]=[CH:49][CH:48]=[C:44]3[C:45]2=[O:47])[CH2:5]1)[CH3:22], predict the reactants needed to synthesize it. The reactants are: [CH2:1]([O:3][C:4]1([O:20][CH2:21][CH3:22])[CH2:9][CH2:8][N:7]([C@H:10]([C:12]2[CH:17]=[CH:16][CH:15]=[CH:14][CH:13]=2)[CH3:11])[C@@H:6]([CH2:18]O)[CH2:5]1)[CH3:2].C1(P(C2C=CC=CC=2)C2C=CC=CC=2)C=CC=CC=1.[C:42]1(=[O:52])[NH:46][C:45](=[O:47])[C:44]2=[CH:48][CH:49]=[CH:50][CH:51]=[C:43]12.N(C(OCC)=O)=NC(OCC)=O. (2) Given the product [CH3:4][O:3][C:1]([C:5]1[CH:10]=[CH:9][C:8]([C:15]2[CH:20]=[CH:19][C:18]([F:21])=[CH:17][C:16]=2[F:22])=[CH:7][CH:6]=1)=[O:2], predict the reactants needed to synthesize it. The reactants are: [C:1]([C:5]1[CH:10]=[CH:9][C:8](B(O)O)=[CH:7][CH:6]=1)([O:3][CH3:4])=[O:2].Br[C:15]1[CH:20]=[CH:19][C:18]([F:21])=[CH:17][C:16]=1[F:22].C1(P(C2C=CC=CC=2)C2C=CC=CC=2)C=CC=CC=1.C(=O)([O-])[O-].[Na+].[Na+]. (3) Given the product [N:1]1([C:7]2[CH:12]=[CH:11][C:10]([NH:13][C:14]3[N:35]=[C:17]4[CH:18]=[N:19][CH:20]=[C:21]([C:22]5[CH:26]=[N:25][NH:24][CH:23]=5)[N:16]4[N:15]=3)=[CH:9][CH:8]=2)[CH2:6][CH2:5][O:4][CH2:3][CH2:2]1, predict the reactants needed to synthesize it. The reactants are: [N:1]1([C:7]2[CH:12]=[CH:11][C:10]([NH:13][C:14]3[N:35]=[C:17]4[CH:18]=[N:19][CH:20]=[C:21]([C:22]5[CH:23]=[N:24][N:25](COCC[Si](C)(C)C)[CH:26]=5)[N:16]4[N:15]=3)=[CH:9][CH:8]=2)[CH2:6][CH2:5][O:4][CH2:3][CH2:2]1. (4) Given the product [Na+:44].[Cl:39][C:38]1[CH:37]=[CH:36][CH:35]=[C:34]([Cl:40])[C:33]=1[C:26]1[O:27][C:28]([C:29]([F:32])([F:30])[F:31])=[C:24]([C:22]([NH:21][CH2:20][CH2:19][C:18]([NH:17][C:14]2[CH:15]=[CH:16][C:11]([C@H:8]3[CH2:7][CH2:6][C@H:5]([CH2:4][C:3]([O-:42])=[O:2])[CH2:10][CH2:9]3)=[CH:12][CH:13]=2)=[O:41])=[O:23])[N:25]=1, predict the reactants needed to synthesize it. The reactants are: C[O:2][C:3](=[O:42])[CH2:4][C@H:5]1[CH2:10][CH2:9][C@H:8]([C:11]2[CH:16]=[CH:15][C:14]([NH:17][C:18](=[O:41])[CH2:19][CH2:20][NH:21][C:22]([C:24]3[N:25]=[C:26]([C:33]4[C:38]([Cl:39])=[CH:37][CH:36]=[CH:35][C:34]=4[Cl:40])[O:27][C:28]=3[C:29]([F:32])([F:31])[F:30])=[O:23])=[CH:13][CH:12]=2)[CH2:7][CH2:6]1.[OH-].[Na+:44]. (5) Given the product [OH:1][C:2]1[CH:10]=[C:9]([NH:11][S:12]([C:15]2[CH:16]=[C:17]([C:25]3[CH:26]=[CH:27][CH:28]=[CH:29][CH:30]=3)[CH:18]=[C:19]([C:21]([F:24])([F:22])[F:23])[CH:20]=2)(=[O:14])=[O:13])[CH:8]=[CH:7][C:3]=1[C:4]([O:6][CH3:31])=[O:5], predict the reactants needed to synthesize it. The reactants are: [OH:1][C:2]1[CH:10]=[C:9]([NH:11][S:12]([C:15]2[CH:16]=[C:17]([C:25]3[CH:30]=[CH:29][CH:28]=[CH:27][CH:26]=3)[CH:18]=[C:19]([C:21]([F:24])([F:23])[F:22])[CH:20]=2)(=[O:14])=[O:13])[CH:8]=[CH:7][C:3]=1[C:4]([OH:6])=[O:5].[C:31](N1C=CN=C1)(N1C=CN=C1)=O.CO.N1C=CC=CC=1. (6) Given the product [Br:17][C:13]1[C:14]([F:15])=[C:6]([Cl:5])[C:7]([F:16])=[C:8]([CH:12]=1)[C:9]([OH:11])=[O:10], predict the reactants needed to synthesize it. The reactants are: [N+]([O-])(O)=O.[Cl:5][C:6]1[C:7]([F:16])=[C:8]([CH:12]=[CH:13][C:14]=1[F:15])[C:9]([OH:11])=[O:10].[Br:17]Br. (7) Given the product [OH:2][C:3]1[CH:20]=[CH:19][C:6]2=[N:7][N:8]([C:10]3[CH:11]=[CH:12][C:13]([N:16]([CH3:17])[CH3:18])=[CH:14][CH:15]=3)[N:9]=[C:5]2[CH:4]=1, predict the reactants needed to synthesize it. The reactants are: C[O:2][C:3]1[CH:20]=[CH:19][C:6]2=[N:7][N:8]([C:10]3[CH:15]=[CH:14][C:13]([N:16]([CH3:18])[CH3:17])=[CH:12][CH:11]=3)[N:9]=[C:5]2[CH:4]=1.B(Br)(Br)Br. (8) The reactants are: C([O:3][C:4](=[O:14])[C:5]1[C:10]([CH3:11])=[CH:9][CH:8]=[CH:7][C:6]=1[O:12]C)C.[OH-].[Na+].COC1C=CC=C(C)C=1C(O)=O.B(Br)(Br)Br. Given the product [OH:12][C:6]1[CH:7]=[CH:8][CH:9]=[C:10]([CH3:11])[C:5]=1[C:4]([OH:14])=[O:3], predict the reactants needed to synthesize it. (9) Given the product [Cl:1][C:2]1[CH:3]=[CH:4][C:5]([O:15][CH2:16][C:17]2[C:22]([F:23])=[CH:21][CH:20]=[CH:19][C:18]=2[F:24])=[C:6]([C:8]2[N:25]([C:26]3[CH:27]=[C:28]([C:36]([OH:38])=[O:37])[C:29]4[C:34]([CH:35]=3)=[CH:33][CH:32]=[CH:31][CH:30]=4)[C:11]([CH3:12])=[CH:10][CH:9]=2)[CH:7]=1, predict the reactants needed to synthesize it. The reactants are: [Cl:1][C:2]1[CH:3]=[CH:4][C:5]([O:15][CH2:16][C:17]2[C:22]([F:23])=[CH:21][CH:20]=[CH:19][C:18]=2[F:24])=[C:6]([C:8](=O)[CH2:9][CH2:10][C:11](=O)[CH3:12])[CH:7]=1.[NH2:25][C:26]1[CH:27]=[C:28]([C:36]([OH:38])=[O:37])[C:29]2[C:34]([CH:35]=1)=[CH:33][CH:32]=[CH:31][CH:30]=2.CC1C=CC(S(O)(=O)=O)=CC=1. (10) Given the product [C:12]([C:11]1[CH:17]=[C:18]([NH2:19])[N:9]([C:6]2[CH:7]=[CH:8][C:3]([O:2][CH3:1])=[CH:4][CH:5]=2)[N:10]=1)([CH3:15])([CH3:14])[CH3:13], predict the reactants needed to synthesize it. The reactants are: [CH3:1][O:2][C:3]1[CH:8]=[CH:7][C:6]([NH:9][NH2:10])=[CH:5][CH:4]=1.[C:11]([CH2:17][C:18]#[N:19])(=O)[C:12]([CH3:15])([CH3:14])[CH3:13].